Predict the reaction yield, written as a fraction of the theoretical maximum amount of product (1.0 means a 100% yield; for example, 0.34 means a 34% yield). From a dataset of Reaction yield outcomes from USPTO patents with 853,638 reactions. (1) The reactants are CN1CCOCC1.[C:8]([O:12][C:13]([N:15]1[C@H:19]([C:20]2[CH:25]=[CH:24][CH:23]=[CH:22][CH:21]=2)[CH2:18][CH2:17][C@@H:16]1[C:26](O)=[O:27])=[O:14])([CH3:11])([CH3:10])[CH3:9].[BH4-].[Na+]. The catalyst is COCCOC.O. The product is [OH:27][CH2:26][C@H:16]1[CH2:17][CH2:18][C@@H:19]([C:20]2[CH:21]=[CH:22][CH:23]=[CH:24][CH:25]=2)[N:15]1[C:13]([O:12][C:8]([CH3:11])([CH3:10])[CH3:9])=[O:14]. The yield is 0.920. (2) The reactants are [CH3:1][O:2][C:3]1[CH:4]=[C:5](N)[CH:6]=[C:7]([C:9]([F:12])([F:11])[F:10])[CH:8]=1.FC(F)(F)C(O)=O.[ClH:21].N([O-])=O.[Na+].[S:26](=[O:29])(O)[OH:27]. The catalyst is O.[Cu](Cl)Cl.[Cu]Cl.C(O)(=O)C. The product is [CH3:1][O:2][C:3]1[CH:4]=[C:5]([S:26]([Cl:21])(=[O:29])=[O:27])[CH:6]=[C:7]([C:9]([F:12])([F:11])[F:10])[CH:8]=1. The yield is 0.264. (3) The reactants are [NH:1]1[CH2:6][CH2:5][O:4][CH2:3][CH2:2]1.[CH3:7][O:8][C:9]1[CH:14]=[CH:13][C:12]([C:15]2[N:20]=[C:19]([C:21](O)=[O:22])[CH:18]=[CH:17][CH:16]=2)=[CH:11][C:10]=1[CH:24]1[C:37]2[C:36](=[O:38])[CH2:35][C:34]([CH3:40])([CH3:39])[CH2:33][C:32]=2[O:31][C:30]2[CH2:29][C:28]([CH3:42])([CH3:41])[CH2:27][C:26](=[O:43])[C:25]1=2.Cl.C(N=C=NCCCN(C)C)C.O.ON1C2C=CC=CC=2N=N1. The catalyst is CN(C=O)C.O. The product is [CH3:7][O:8][C:9]1[CH:14]=[CH:13][C:12]([C:15]2[CH:16]=[CH:17][CH:18]=[C:19]([C:21]([N:1]3[CH2:6][CH2:5][O:4][CH2:3][CH2:2]3)=[O:22])[N:20]=2)=[CH:11][C:10]=1[CH:24]1[C:25]2[C:26](=[O:43])[CH2:27][C:28]([CH3:41])([CH3:42])[CH2:29][C:30]=2[O:31][C:32]2[CH2:33][C:34]([CH3:40])([CH3:39])[CH2:35][C:36](=[O:38])[C:37]1=2. The yield is 0.790. (4) The reactants are [F:1][C:2]1[C:3]([N+:16]([O-])=O)=[CH:4][C:5]([N+:13]([O-])=O)=[C:6]([CH:8]=[CH:9]N(C)C)[CH:7]=1. The catalyst is CCO.[Ni]. The product is [F:1][C:2]1[CH:7]=[C:6]2[C:5](=[CH:4][C:3]=1[NH2:16])[NH:13][CH:9]=[CH:8]2. The yield is 0.160. (5) The yield is 1.00. The product is [N:20]1[CH:25]=[CH:24][CH:23]=[C:22]([CH:26]=[CH:27][CH2:28][C:29]([OH:31])=[O:30])[CH:21]=1. No catalyst specified. The reactants are [H-].C[C@H]1C[C@]23[C@@H]4CCCN2CCC[C@@H]3C(=O)C[C@@H]4C1.[N:20]1[CH:25]=[CH:24][CH:23]=[C:22]([CH:26]=[CH:27][CH2:28][C:29]([O:31]CC)=[O:30])[CH:21]=1. (6) The reactants are C(OC(=O)[NH:7][C:8]1([C:31](=[O:39])[NH:32][C:33]2[CH:38]=[CH:37][CH:36]=[CH:35][CH:34]=2)[CH2:12][CH2:11][N:10]([C:13]2[C:14]3[C:28]([O:29][CH3:30])=[CH:27][N:26]=[CH:25][C:15]=3[N:16]=[C:17]([C:19]3[CH:24]=[CH:23][N:22]=[CH:21][CH:20]=3)[N:18]=2)[CH2:9]1)(C)(C)C.C(Cl)Cl.FC(F)(F)C(O)=O. The catalyst is CS(C)=O. The product is [C:33]1([NH:32][C:31]([C:8]2([NH2:7])[CH2:12][CH2:11][N:10]([C:13]3[C:14]4[C:28]([O:29][CH3:30])=[CH:27][N:26]=[CH:25][C:15]=4[N:16]=[C:17]([C:19]4[CH:24]=[CH:23][N:22]=[CH:21][CH:20]=4)[N:18]=3)[CH2:9]2)=[O:39])[CH:34]=[CH:35][CH:36]=[CH:37][CH:38]=1. The yield is 0.780. (7) The reactants are [C:1]([C:5]1[CH:10]=[C:9]([C:11]([F:14])([F:13])[F:12])[C:8]([N+:15]([O-])=O)=[CH:7][C:6]=1[O:18][CH3:19])([CH3:4])([CH3:3])[CH3:2].C([O-])=O.[NH4+]. The catalyst is CCO.[Pd]. The product is [C:1]([C:5]1[CH:10]=[C:9]([C:11]([F:14])([F:12])[F:13])[C:8]([NH2:15])=[CH:7][C:6]=1[O:18][CH3:19])([CH3:4])([CH3:2])[CH3:3]. The yield is 0.950. (8) The reactants are Cl[CH2:2][C:3]1[CH:12]=[CH:11][C:6]2[O:7][CH2:8][CH2:9][O:10][C:5]=2[CH:4]=1.[C-:13]#[N:14].[Na+].O. The catalyst is CS(C)=O. The product is [O:7]1[CH2:8][CH2:9][O:10][C:5]2[CH:4]=[C:3]([CH2:2][C:13]#[N:14])[CH:12]=[CH:11][C:6]1=2. The yield is 0.860. (9) The reactants are C(O)(=O)C.[CH3:5][O:6][C:7]1[CH:19]=[C:18]([N+:20]([O-])=O)[CH:17]=[CH:16][C:8]=1[O:9][C:10]1[N:15]=[CH:14][CH:13]=[CH:12][N:11]=1. The catalyst is O.CCO.[Fe]. The product is [CH3:5][O:6][C:7]1[CH:19]=[C:18]([CH:17]=[CH:16][C:8]=1[O:9][C:10]1[N:11]=[CH:12][CH:13]=[CH:14][N:15]=1)[NH2:20]. The yield is 1.00. (10) The reactants are C1(P(C2C=CC=CC=2)C2C=CC=CC=2)C=CC=CC=1.[C:20]1(=[O:30])[NH:24][C:23](=[O:25])[C:22]2=[CH:26][CH:27]=[CH:28][CH:29]=[C:21]12.[Br:31][C:32]1[C:40]2[O:39][C:38]([CH2:41]O)=[CH:37][C:36]=2[CH:35]=[C:34]([Cl:43])[CH:33]=1. The catalyst is C1(C)C=CC=CC=1.O. The product is [Br:31][C:32]1[C:40]2[O:39][C:38]([CH2:41][N:24]3[C:20](=[O:30])[C:21]4[C:22](=[CH:26][CH:27]=[CH:28][CH:29]=4)[C:23]3=[O:25])=[CH:37][C:36]=2[CH:35]=[C:34]([Cl:43])[CH:33]=1. The yield is 0.850.